Predict the product of the given reaction. From a dataset of Forward reaction prediction with 1.9M reactions from USPTO patents (1976-2016). (1) Given the reactants [CH2:1]([O:3][C:4]1[C:8]([CH2:9][CH2:10][CH2:11][OH:12])=[CH:7][N:6]([C:13]2[CH:18]=[CH:17][C:16]([C:19]([F:22])([F:21])[F:20])=[CH:15][N:14]=2)[N:5]=1)[CH3:2].O[C:24]1[CH:25]=[C:26]([CH2:32][CH2:33][C:34]([O:36]CC)=[O:35])[CH:27]=[C:28]([O:30][CH3:31])[CH:29]=1.C(P(CCCC)CCCC)CCC.N(C(N1CCCCC1)=O)=NC(N1CCCCC1)=O, predict the reaction product. The product is: [CH2:1]([O:3][C:4]1[C:8]([CH2:9][CH2:10][CH2:11][O:12][C:24]2[CH:29]=[C:28]([O:30][CH3:31])[CH:27]=[C:26]([CH2:32][CH2:33][C:34]([OH:36])=[O:35])[CH:25]=2)=[CH:7][N:6]([C:13]2[CH:18]=[CH:17][C:16]([C:19]([F:21])([F:20])[F:22])=[CH:15][N:14]=2)[N:5]=1)[CH3:2]. (2) Given the reactants [CH:1]1([C:6]2[C:15]([C:16]#[N:17])=[C:14](O)[C:13]3[C:8](=[CH:9][CH:10]=[C:11]([C:19]([F:22])([F:21])[F:20])[CH:12]=3)[N:7]=2)[CH2:5][CH2:4][CH2:3][CH2:2]1.P(Br)(Br)[Br:24], predict the reaction product. The product is: [Br:24][C:14]1[C:13]2[C:8](=[CH:9][CH:10]=[C:11]([C:19]([F:22])([F:21])[F:20])[CH:12]=2)[N:7]=[C:6]([CH:1]2[CH2:5][CH2:4][CH2:3][CH2:2]2)[C:15]=1[C:16]#[N:17].